Task: Predict the reactants needed to synthesize the given product.. Dataset: Full USPTO retrosynthesis dataset with 1.9M reactions from patents (1976-2016) (1) Given the product [OH:8][C:9]1[CH:14]=[C:13]([OH:15])[C:12]([CH:23]([CH3:24])[CH3:25])=[CH:11][C:10]=1[C:26]([N:28]1[CH2:33][CH2:32][CH:31]([CH2:34][CH2:35][NH:44][C@H:43]([C:42]([O:41][C:37]([CH3:40])([CH3:39])[CH3:38])=[O:49])[CH2:45][CH:46]([CH3:47])[CH3:48])[CH2:30][CH2:29]1)=[O:27], predict the reactants needed to synthesize it. The reactants are: C([O:8][C:9]1[CH:14]=[C:13]([O:15]CC2C=CC=CC=2)[C:12]([C:23]([CH3:25])=[CH2:24])=[CH:11][C:10]=1[C:26]([N:28]1[CH2:33][CH2:32][CH:31]([CH2:34][CH:35]=O)[CH2:30][CH2:29]1)=[O:27])C1C=CC=CC=1.[C:37]([O:41][C:42](=[O:49])[C@H:43]([CH2:45][CH:46]([CH3:48])[CH3:47])[NH2:44])([CH3:40])([CH3:39])[CH3:38]. (2) Given the product [Cl-:14].[NH3+:5][CH2:6][C:7]1[CH:8]=[N+:9]([CH3:13])[CH:10]=[CH:11][CH:12]=1.[Cl-:14], predict the reactants needed to synthesize it. The reactants are: [I-].C([NH:5][CH2:6][C:7]1[CH:8]=[N+:9]([CH3:13])[CH:10]=[CH:11][CH:12]=1)(=O)C.[ClH:14].